Dataset: Peptide-MHC class II binding affinity with 134,281 pairs from IEDB. Task: Regression. Given a peptide amino acid sequence and an MHC pseudo amino acid sequence, predict their binding affinity value. This is MHC class II binding data. (1) The peptide sequence is EEAEISGSSARYDVA. The MHC is DRB3_0301 with pseudo-sequence DRB3_0301. The binding affinity (normalized) is 0.452. (2) The peptide sequence is FKKYFAATQFEPLAA. The MHC is HLA-DQA10301-DQB10302 with pseudo-sequence HLA-DQA10301-DQB10302. The binding affinity (normalized) is 0.325. (3) The binding affinity (normalized) is 0.511. The peptide sequence is YDKFLANNSTVLTGK. The MHC is DRB1_1101 with pseudo-sequence DRB1_1101. (4) The peptide sequence is EDVKNAIGVLIGGLE. The MHC is DRB3_0101 with pseudo-sequence DRB3_0101. The binding affinity (normalized) is 0.149. (5) The peptide sequence is GVTVKDVTITAPGDS. The MHC is HLA-DPA10103-DPB10301 with pseudo-sequence HLA-DPA10103-DPB10301. The binding affinity (normalized) is 0. (6) The binding affinity (normalized) is 0.791. The peptide sequence is IFAIFRQDSSSTGWN. The MHC is DRB1_0401 with pseudo-sequence DRB1_0401. (7) The peptide sequence is GVLYVGSKTKEGVVH. The MHC is HLA-DPA10201-DPB11401 with pseudo-sequence HLA-DPA10201-DPB11401. The binding affinity (normalized) is 0.211. (8) The peptide sequence is RMRRPTGKVTLEADV. The MHC is DRB3_0101 with pseudo-sequence DRB3_0101. The binding affinity (normalized) is 0.389.